This data is from Reaction yield outcomes from USPTO patents with 853,638 reactions. The task is: Predict the reaction yield, written as a fraction of the theoretical maximum amount of product (1.0 means a 100% yield; for example, 0.34 means a 34% yield). (1) The reactants are FC(F)(F)S(O[C:7]1[C:8]2[S:22](=[O:24])(=[O:23])[CH2:21][CH2:20][CH2:19][C:9]=2[N:10]=[C:11]([C:13]2[CH:18]=[CH:17][CH:16]=[CH:15][CH:14]=2)[N:12]=1)(=O)=O.[NH2:27][C:28]1[CH:33]=[CH:32][C:31]([CH2:34][CH2:35][OH:36])=[CH:30][CH:29]=1. No catalyst specified. The product is [OH:36][CH2:35][CH2:34][C:31]1[CH:32]=[CH:33][C:28]([NH:27][C:7]2[C:8]3[S:22](=[O:24])(=[O:23])[CH2:21][CH2:20][CH2:19][C:9]=3[N:10]=[C:11]([C:13]3[CH:18]=[CH:17][CH:16]=[CH:15][CH:14]=3)[N:12]=2)=[CH:29][CH:30]=1. The yield is 0.680. (2) The reactants are [Cl:1][C:2]1[CH:7]=[CH:6][C:5]([CH2:8][C:9]#[N:10])=[CH:4][CH:3]=1.[O-]CC.[Na+].[C:15](=O)([O:18]C)[O:16][CH3:17]. No catalyst specified. The product is [Cl:1][C:2]1[CH:7]=[CH:6][C:5]([CH:8]([C:9]#[N:10])[C:15]([O:16][CH3:17])=[O:18])=[CH:4][CH:3]=1. The yield is 0.570. (3) The reactants are [O:1]=[C:2]1[N:7]([CH2:8][C:9]2[CH:14]=[CH:13][CH:12]=[CH:11][CH:10]=2)[CH2:6][C:5](=[O:15])[N:4]([CH2:16][C:17]2[CH:22]=[CH:21][CH:20]=[CH:19][CH:18]=2)[CH:3]1[C:23]1([OH:34])[CH2:26][N:25](C(OC(C)(C)C)=O)[CH2:24]1.Cl.O1CCOCC1. The catalyst is CO. The product is [OH:34][C:23]1([CH:3]2[N:4]([CH2:16][C:17]3[CH:22]=[CH:21][CH:20]=[CH:19][CH:18]=3)[C:5](=[O:15])[CH2:6][N:7]([CH2:8][C:9]3[CH:14]=[CH:13][CH:12]=[CH:11][CH:10]=3)[C:2]2=[O:1])[CH2:26][NH:25][CH2:24]1. The yield is 0.610. (4) The reactants are [OH-].[Na+].[N:3]1([CH:8]([CH2:18][CH2:19][CH2:20][CH2:21][CH2:22][CH2:23][CH2:24][CH2:25][CH2:26][CH3:27])[CH2:9][CH2:10][CH2:11][CH2:12][CH2:13][CH2:14][C:15]([O-:17])=[O:16])[CH:7]=[CH:6][N:5]=[CH:4]1. The catalyst is CO.O. The product is [N:3]1([CH:8]([CH2:18][CH2:19][CH2:20][CH2:21][CH2:22][CH2:23][CH2:24][CH2:25][CH2:26][CH3:27])[CH2:9][CH2:10][CH2:11][CH2:12][CH2:13][CH2:14][C:15]([OH:17])=[O:16])[CH:7]=[CH:6][N:5]=[CH:4]1. The yield is 0.830. (5) The reactants are [Cl:1][C:2]1[CH:10]=[C:9]([CH2:11][OH:12])[CH:8]=[C:7]([Cl:13])[C:3]=1[C:4]([OH:6])=O.ON1C2N=CC=CC=2N=N1.CN(C1C=CC=CN=1)C.C[NH3+].F[P-](F)(F)(F)(F)F.N1(OC(N(C)C)=[N+](C)C)C2N=CC=CC=2N=N1.F[P-](F)(F)(F)(F)F.[NH:66]1[C:74]2[CH:73]=[CH:72][N:71]=[C:70]([NH:75][C:76]([CH:78]3[CH2:80][CH2:79]3)=[O:77])[C:69]=2[CH:68]=[CH:67]1.C(N(CC)C(C)C)(C)C. The catalyst is CN(C)C1C=CC=CC=1.O. The product is [Cl:13][C:7]1[CH:8]=[C:9]([CH2:11][OH:12])[CH:10]=[C:2]([Cl:1])[C:3]=1[C:4]([N:66]1[C:74]2[CH:73]=[CH:72][N:71]=[C:70]([NH:75][C:76]([CH:78]3[CH2:79][CH2:80]3)=[O:77])[C:69]=2[CH:68]=[CH:67]1)=[O:6]. The yield is 0.110. (6) The reactants are [Cl:1][C:2]1[CH:7]=[CH:6][C:5]([NH:8][CH2:9][C:10]2[NH:11][CH:12]=[CH:13][N:14]=2)=[CH:4][C:3]=1[O:15][CH3:16].C=O.[C:19]([BH3-])#N.[Na+]. The catalyst is C(#N)C. The product is [Cl:1][C:2]1[CH:7]=[CH:6][C:5]([N:8]([CH2:9][C:10]2[NH:14][CH:13]=[CH:12][N:11]=2)[CH3:19])=[CH:4][C:3]=1[O:15][CH3:16]. The yield is 0.0600. (7) The reactants are [Cl:1][C:2]1[CH:3]=[C:4]([CH:15]=[CH:16][C:17]=1[F:18])[O:5][C:6]1[CH:11]=[CH:10][C:9]([N+:12]([O-])=O)=[CH:8][N:7]=1.Cl[Sn]Cl. The catalyst is CO. The product is [Cl:1][C:2]1[CH:3]=[C:4]([CH:15]=[CH:16][C:17]=1[F:18])[O:5][C:6]1[N:7]=[CH:8][C:9]([NH2:12])=[CH:10][CH:11]=1. The yield is 0.820. (8) The reactants are Br[C:2]1[S:3][CH:4]=[CH:5][CH:6]=1.[C:7]([O:11][C:12]([CH3:15])([CH3:14])[CH3:13])(=[O:10])[NH:8][NH2:9].C(=O)([O-])[O-].[Cs+].[Cs+].OC1CN[C@H](C(O)=O)C1. The catalyst is CS(C)=O.[Cu]I. The product is [S:3]1[CH:4]=[CH:5][CH:6]=[C:2]1[N:8]([C:7]([O:11][C:12]([CH3:15])([CH3:14])[CH3:13])=[O:10])[NH2:9]. The yield is 0.400.